This data is from Full USPTO retrosynthesis dataset with 1.9M reactions from patents (1976-2016). The task is: Predict the reactants needed to synthesize the given product. (1) Given the product [OH:3][CH2:2][C:1]([N:27]([CH2:26][C@H:25]([O:24][C:22]1[CH:21]=[CH:20][CH:19]=[C:18]2[C:23]=1[C:14]([NH:13][C:11]1[CH:10]=[CH:9][C:8]([OH:30])=[C:7]([CH3:6])[CH:12]=1)=[N:15][CH:16]=[N:17]2)[CH3:29])[CH3:28])=[O:5], predict the reactants needed to synthesize it. The reactants are: [C:1]([OH:5])(=O)[CH2:2][OH:3].[CH3:6][C:7]1[CH:12]=[C:11]([NH:13][C:14]2[C:23]3[C:18](=[CH:19][CH:20]=[CH:21][C:22]=3[O:24][C@H:25]([CH3:29])[CH2:26][NH:27][CH3:28])[N:17]=[CH:16][N:15]=2)[CH:10]=[CH:9][C:8]=1[OH:30]. (2) Given the product [CH:21]([Si:14]([CH:15]([CH3:17])[CH3:16])([CH:18]([CH3:20])[CH3:19])[O:13][CH2:12][CH2:11][N:8]1[CH2:7][CH2:6][N:5]([CH2:3][C:2]([F:24])([F:25])[F:1])[CH2:10][CH2:9]1)([CH3:22])[CH3:23], predict the reactants needed to synthesize it. The reactants are: [F:1][C:2]([F:25])([F:24])[C:3]([N:5]1[CH2:10][CH2:9][N:8]([CH2:11][CH2:12][O:13][Si:14]([CH:21]([CH3:23])[CH3:22])([CH:18]([CH3:20])[CH3:19])[CH:15]([CH3:17])[CH3:16])[CH2:7][CH2:6]1)=O.CO. (3) Given the product [CH:13]1([NH:12][C:10]2[C:5]([C:6]([NH:8][CH3:9])=[O:7])=[CH:4][N:3]=[C:2]([NH:18][C:19]3[CH:20]=[C:21]4[C:25](=[CH:26][CH:27]=3)[NH:24][C:23](=[O:28])[C:22]4([F:30])[F:29])[CH:11]=2)[CH2:17][CH2:16][CH2:15][CH2:14]1, predict the reactants needed to synthesize it. The reactants are: Cl[C:2]1[CH:11]=[C:10]([NH:12][CH:13]2[CH2:17][CH2:16][CH2:15][CH2:14]2)[C:5]([C:6]([NH:8][CH3:9])=[O:7])=[CH:4][N:3]=1.[NH2:18][C:19]1[CH:20]=[C:21]2[C:25](=[CH:26][CH:27]=1)[NH:24][C:23](=[O:28])[C:22]2([F:30])[F:29]. (4) Given the product [CH2:1]([N:8]([CH2:31][C@@H:29]([C:25]1[CH:26]=[CH:27][CH:28]=[C:23]([Cl:22])[CH:24]=1)[OH:30])[CH:9]1[CH2:15][CH2:14][CH2:13][C:12]2[CH:16]=[CH:17][C:18]([O:20][CH3:21])=[CH:19][C:11]=2[CH2:10]1)[C:2]1[CH:3]=[CH:4][CH:5]=[CH:6][CH:7]=1, predict the reactants needed to synthesize it. The reactants are: [CH2:1]([NH:8][CH:9]1[CH2:15][CH2:14][CH2:13][C:12]2[CH:16]=[CH:17][C:18]([O:20][CH3:21])=[CH:19][C:11]=2[CH2:10]1)[C:2]1[CH:7]=[CH:6][CH:5]=[CH:4][CH:3]=1.[Cl:22][C:23]1[CH:24]=[C:25]([C@@H:29]2[CH2:31][O:30]2)[CH:26]=[CH:27][CH:28]=1. (5) Given the product [Cl:1][C:2]1[C:7]([N+:8]([O-:10])=[O:9])=[CH:6][CH:5]=[CH:4][C:3]=1[CH:11]=[O:12], predict the reactants needed to synthesize it. The reactants are: [Cl:1][C:2]1[C:7]([N+:8]([O-:10])=[O:9])=[CH:6][CH:5]=[CH:4][C:3]=1[CH2:11][OH:12].C1C=C[NH+]=CC=1.[O-][Cr](Cl)(=O)=O. (6) Given the product [NH:8]1[CH2:13][CH2:12][CH:11]([O:14][C:15]2[CH:20]=[CH:19][CH:18]=[CH:17][C:16]=2[C:21]2[NH:25][C:24]3[CH:26]=[CH:27][CH:28]=[C:29]([C:30]([NH:38][C:34]4[S:33][CH:37]=[CH:36][N:35]=4)=[O:31])[C:23]=3[N:22]=2)[CH2:10][CH2:9]1, predict the reactants needed to synthesize it. The reactants are: C(OC([N:8]1[CH2:13][CH2:12][CH:11]([O:14][C:15]2[CH:20]=[CH:19][CH:18]=[CH:17][C:16]=2[C:21]2[NH:25][C:24]3[CH:26]=[CH:27][CH:28]=[C:29]([C:30](O)=[O:31])[C:23]=3[N:22]=2)[CH2:10][CH2:9]1)=O)(C)(C)C.[S:33]1[CH:37]=[CH:36][N:35]=[C:34]1[NH2:38].C(O)(C(F)(F)F)=O. (7) Given the product [P:1]([O:13][CH2:14][C@@H:15]1[C@@H:22]2[C@@H:18]([O:19][C:20]([CH3:24])([CH3:23])[O:21]2)[C@H:17]([N:25]2[C:30](/[CH:31]=[N:37]/[OH:38])=[C:29]([CH3:33])[C:28](=[O:34])[NH:27][C:26]2=[O:35])[O:16]1)([O:3][C:4]([CH3:7])([CH3:5])[CH3:6])([O:8][C:9]([CH3:12])([CH3:10])[CH3:11])=[O:2], predict the reactants needed to synthesize it. The reactants are: [P:1]([O:13][CH2:14][C@@H:15]1[C@@H:22]2[C@@H:18]([O:19][C:20]([CH3:24])([CH3:23])[O:21]2)[C@H:17]([N:25]2[C:30]([CH2:31]O)=[C:29]([CH3:33])[C:28](=[O:34])[NH:27][C:26]2=[O:35])[O:16]1)([O:8][C:9]([CH3:12])([CH3:11])[CH3:10])([O:3][C:4]([CH3:7])([CH3:6])[CH3:5])=[O:2].Cl.[NH2:37][OH:38].C(=O)(O)[O-].[Na+]. (8) Given the product [F:1][C:2]1[CH:3]=[C:4]([C:12]2[CH:13]=[C:14]([C:15]([F:18])([F:17])[F:16])[N:23]3[N:24]=[CH:25][C:26]([C:27]4[CH:32]=[CH:31][N:30]=[CH:29][CH:28]=4)=[C:22]3[N:21]=2)[CH:5]=[CH:6][C:7]=1[C:8]([F:11])([F:10])[F:9], predict the reactants needed to synthesize it. The reactants are: [F:1][C:2]1[CH:3]=[C:4]([C:12](=O)[CH2:13][C:14](=O)[C:15]([F:18])([F:17])[F:16])[CH:5]=[CH:6][C:7]=1[C:8]([F:11])([F:10])[F:9].[NH2:21][C:22]1[C:26]([C:27]2[CH:32]=[CH:31][N:30]=[CH:29][CH:28]=2)=[CH:25][NH:24][N:23]=1. (9) Given the product [C:1]([CH:3]([CH2:10][CH:11]([O:15][CH2:16][CH3:17])[O:12][CH2:13][CH3:14])[C:4]([O:6][CH2:7][CH3:8])=[O:5])#[N:2], predict the reactants needed to synthesize it. The reactants are: [C:1]([CH2:3][C:4]([O:6][CH2:7][CH3:8])=[O:5])#[N:2].Br[CH2:10][CH:11]([O:15][CH2:16][CH3:17])[O:12][CH2:13][CH3:14].C([O-])([O-])=O.[K+].[K+].